This data is from Experimentally validated miRNA-target interactions with 360,000+ pairs, plus equal number of negative samples. The task is: Binary Classification. Given a miRNA mature sequence and a target amino acid sequence, predict their likelihood of interaction. (1) The miRNA is hsa-miR-3126-3p with sequence CAUCUGGCAUCCGUCACACAGA. The protein sequence of the target gene is MLSEAEEPREVATDVFNSKNLAVQAQKKILGKMVSKSIATTLIDDTSSEVLDELYRVTKEYTQNKKEAERVIKNLIKTVIKLAVLHRNNQFNQDELALMEKFKKKVHQLAMTVVSFHQVEYTFDRNVLSRLLNECRELLHEIIQRHLTAKSHGRVNNVFDHFSDCDFLAALYNPFGKFKPHLQKLCDGINKMLDEENI. Result: 0 (no interaction). (2) The miRNA is hsa-miR-198 with sequence GGUCCAGAGGGGAGAUAGGUUC. The protein sequence of the target gene is MFPVFPCTLLAPPFPVLGLDSRGVGGLMNSFPPPQGHAQNPLQVGAELQSRFFASQGCAQSPFQAAPAPPPTPQAPAAEPLQVDLLPVLAAAQESAAAAAAAAAAAAAVAAAPPAPAAASTVDTAALKQPPAPPPPPPPVSAPAAEAAPPASAATIAAAAATAVVAPTSTVAVAPVASALEKKTKSKGPYICALCAKEFKNGYNLRRHEAIHTGAKAGRVPSGAMKMPTMVPLSLLSVPQLSGAGGGGGEAGAGGGAAAVAAGGVVTTTASGKRIRKNHACEMCGKAFRDVYHLNRHKLS.... Result: 1 (interaction). (3) The miRNA is hsa-miR-3927-5p with sequence GCCUAUCACAUAUCUGCCUGU. The protein sequence of the target gene is MISPSFRKGMLKERVMDLASQTTILPLLFGCLGIFSLFRLLQRIRSKAYLRNAVVVVTGATSGLGRECAKVFHAAGAKLVLCGRNVKALEELSRELAGSSQGQTHQPFVVTFDLADPGTIAAAAAEILQCFGYVDVLINNAGISYRGTISDTIVDVDRKVMEINYFGPVALTKALLPSMVERKQGHIVAISSIQGKISIPFRSAYSASKHATQAFFDCLRAEMEEANIKVTVISPGYIHTNLSVNAVTADGSRYGALDKNTAQGRSAAEVAQDVFDAVGKKKKDVLLTDFVPSMAVYIRT.... Result: 0 (no interaction). (4) The miRNA is hsa-miR-6878-3p with sequence CUGGCCUCUUCUUUCUCCUAG. The protein sequence of the target gene is MAALLRAVRRFRGKAVWERPLHGLWCCSGQEDPKRWVGSSSPISKEKLPNAETEKFWMFYRFDAIRTFGFLSRLKLAQTALTVVALPPGYYLYSQGLLTLNTVCLMSGISGFALTMLCWMSYFLRRLVGILYLNESGTMLRVAHLNFWGWRQDTYCPMADVIPLTETKDRPQEMFVRIQRYSGKQTFYVTLRYGRILDRERFTQVFGVHQMLK. Result: 1 (interaction). (5) The miRNA is hsa-miR-4722-3p with sequence ACCUGCCAGCACCUCCCUGCAG. The protein sequence of the target gene is MPGTPGSLEMGLLTFRDVAIEFSPEEWQCLDTAQQNLYRNVMLENYRNLAFLGIALSKPDLITYLEQGKEPWNMKQHEMVDEPTGICPHFPQDFWPEQSMEDSFQKVLLRKYEKCGHENLQLRKGCKSVDECKVHKEGYNKLNQCLTTAQSKVFQCGKYLKVFYKFLNSNRHTIRHTGKKCFKCKKCVKSFCIRLHKTQHKCVYITEKSCKCKECEKTFHWSSTLTNHKEIHTEDKPYKCEECGKAFKQLSTLTTHKIICAKEKIYKCEECGKAFLWSSTLTRHKRIHTGEKPYKCEECG.... Result: 1 (interaction). (6) The miRNA is hsa-miR-3609 with sequence CAAAGUGAUGAGUAAUACUGGCUG. The protein sequence of the target gene is MAARTLGRGVGRLLGSLRGLSGQPARPPCGVSAPRRAASGPSGSAPAVAAAAAQPGSYPALSAQAAREPAAFWGPLARDTLVWDTPYHTVWDCDFSTGKIGWFLGGQLNVSVNCLDQHVRKSPESVALIWERDEPGTEVRITYRELLETTCRLANTLKRHGVHRGDRVAIYMPVSPLAVAAMLACARIGAVHTVIFAGFSAESLAGRINDAKCKVVITFNQGLRGGRVVELKKIVDEAVKHCPTVQHVLVAHRTDNKVHMGDLDVPLEQEMAKEDPVCAPESMGSEDMLFMLYTSGSTGM.... Result: 0 (no interaction). (7) The miRNA is hsa-miR-377-5p with sequence AGAGGUUGCCCUUGGUGAAUUC. The protein sequence of the target gene is MAAFMLGSLLRTFKQMVPSSASGQVRSHYVDWRMWRDVKRRKMAYEYADERLRINSLRKNTILPKILQDVADEEIAALPRDSCPVRIRNRCVMTSRPRGVKRRWRLSRIVFRHLADHGQLSGIQRATW. Result: 1 (interaction).